Dataset: Catalyst prediction with 721,799 reactions and 888 catalyst types from USPTO. Task: Predict which catalyst facilitates the given reaction. (1) Reactant: Br[CH2:2][C:3]([C:5]1[N:9]2[CH:10]=[CH:11][CH:12]=[CH:13][C:8]2=[N:7][C:6]=1[CH3:14])=O.[CH2:15]([O:17][C:18](=[O:29])[C:19]1[CH:24]=[CH:23][CH:22]=[C:21]([NH:25][C:26]([NH2:28])=[S:27])[CH:20]=1)[CH3:16]. Product: [CH2:15]([O:17][C:18](=[O:29])[C:19]1[CH:24]=[CH:23][CH:22]=[C:21]([NH:25][C:26]2[S:27][CH:2]=[C:3]([C:5]3[N:9]4[CH:10]=[CH:11][CH:12]=[CH:13][C:8]4=[N:7][C:6]=3[CH3:14])[N:28]=2)[CH:20]=1)[CH3:16]. The catalyst class is: 8. (2) Reactant: C([O:4][C@H:5]1[C@H:10]([O:11]C(=O)C)[C@@H:9]([O:15]C(=O)C)[C@H:8]([C:19]2[CH:24]=[C:23]([CH2:25][C:26]3[CH:31]=[CH:30][C:29]([CH2:32][CH3:33])=[CH:28][CH:27]=3)[C:22]([Cl:34])=[CH:21][C:20]=2[CH2:35][O:36][CH2:37][C:38](=[O:40])[CH3:39])[O:7][C@@H:6]1[CH2:41][O:42]C(=O)C)(=O)C.[OH-].[Li+]. Product: [Cl:34][C:22]1[C:23]([CH2:25][C:26]2[CH:31]=[CH:30][C:29]([CH2:32][CH3:33])=[CH:28][CH:27]=2)=[CH:24][C:19]([C@H:8]2[C@H:9]([OH:15])[C@@H:10]([OH:11])[C@H:5]([OH:4])[C@@H:6]([CH2:41][OH:42])[O:7]2)=[C:20]([CH:21]=1)[CH2:35][O:36][CH2:37][C:38](=[O:40])[CH3:39]. The catalyst class is: 87. (3) Reactant: [Br:1][C:2]1[CH:3]=[CH:4][C:5]([CH3:8])=[N:6][CH:7]=1.[Br:9]N1C(=O)CCC1=O. Product: [Br:1][C:2]1[CH:3]=[CH:4][C:5]([CH2:8][Br:9])=[N:6][CH:7]=1. The catalyst class is: 734. (4) Reactant: [Na+].[CH2:2]([C:6]1([CH3:35])[CH2:11][CH2:10][N:9]([C:12]2[N:17]3[CH:18]=[C:19]([C:21]([O-])=[O:22])[N:20]=[C:16]3[CH:15]=[C:14]([CH3:24])[C:13]=2[C@H:25]([O:30][C:31]([CH3:34])([CH3:33])[CH3:32])[C:26]([O:28][CH3:29])=[O:27])[CH2:8][CH2:7]1)[CH2:3][CH:4]=[CH2:5].[CH2:36]([O:39][C:40]1[CH:47]=[CH:46][CH:45]=[CH:44][C:41]=1[CH2:42][NH2:43])[CH:37]=[CH2:38].CCN(C(C)C)C(C)C.CN(C(ON1N=NC2C=CC=NC1=2)=[N+](C)C)C.F[P-](F)(F)(F)(F)F. Product: [CH2:36]([O:39][C:40]1[CH:47]=[CH:46][CH:45]=[CH:44][C:41]=1[CH2:42][NH:43][C:21]([C:19]1[N:20]=[C:16]2[CH:15]=[C:14]([CH3:24])[C:13]([C@H:25]([O:30][C:31]([CH3:32])([CH3:33])[CH3:34])[C:26]([O:28][CH3:29])=[O:27])=[C:12]([N:9]3[CH2:10][CH2:11][C:6]([CH2:2][CH2:3][CH:4]=[CH2:5])([CH3:35])[CH2:7][CH2:8]3)[N:17]2[CH:18]=1)=[O:22])[CH:37]=[CH2:38]. The catalyst class is: 31.